Dataset: hERG Central: cardiac toxicity at 1µM, 10µM, and general inhibition. Task: Predict hERG channel inhibition at various concentrations. (1) The compound is O=C(c1cccs1)N1CCCC(c2nc(-c3ccc(F)cc3)no2)C1. Results: hERG_inhib (hERG inhibition (general)): blocker. (2) The compound is Brc1cc2c(cc1Br)OCCOCCOCCOCCO2. Results: hERG_inhib (hERG inhibition (general)): blocker. (3) The molecule is CN1CCN(C(=O)/C(=C\c2ccccc2)c2ccccc2)CC1. Results: hERG_inhib (hERG inhibition (general)): blocker.